From a dataset of Catalyst prediction with 721,799 reactions and 888 catalyst types from USPTO. Predict which catalyst facilitates the given reaction. (1) Reactant: [C:1]([NH:4][CH2:5][CH2:6][CH2:7][C@:8]([C@@H:25]1[CH2:30][CH2:29][CH2:28][N:27](C(OC(C)(C)C)=O)[CH2:26]1)([C:10]1[CH:15]=[CH:14][CH:13]=[C:12]([Cl:16])[C:11]=1[C:17]1[CH:22]=[CH:21][CH:20]=[C:19]([CH2:23][CH3:24])[CH:18]=1)[OH:9])(=[O:3])[CH3:2].Cl. Product: [Cl:16][C:12]1[C:11]([C:17]2[CH:22]=[CH:21][CH:20]=[C:19]([CH2:23][CH3:24])[CH:18]=2)=[C:10]([C@@:8]([OH:9])([C@@H:25]2[CH2:30][CH2:29][CH2:28][NH:27][CH2:26]2)[CH2:7][CH2:6][CH2:5][NH:4][C:1](=[O:3])[CH3:2])[CH:15]=[CH:14][CH:13]=1. The catalyst class is: 23. (2) Product: [CH2:25]([NH:24][C@H:20]1[C@@H:21]([OH:23])[CH2:22][N:18]([C:11]2[N:10]=[C:9]3[C:14]([C:15](=[O:16])[C:6]([C:4]([OH:5])=[O:3])=[CH:7][NH:8]3)=[CH:13][C:12]=2[F:17])[CH2:19]1)[C:26]1[CH:31]=[CH:30][CH:29]=[CH:28][CH:27]=1. Reactant: C([O:3][C:4]([C:6]1[C:15](=[O:16])[C:14]2[C:9](=[N:10][C:11]([N:18]3[CH2:22][CH:21]([OH:23])[CH:20]([NH:24][CH2:25][C:26]4[CH:31]=[CH:30][CH:29]=[CH:28][CH:27]=4)[CH2:19]3)=[C:12]([F:17])[CH:13]=2)[N:8](CCC#N)[CH:7]=1)=[O:5])C.[OH-].[Na+].Cl. The catalyst class is: 8. (3) Reactant: [CH3:1][C:2]1[CH:3]=[C:4]([NH:9][C:10]([NH:12]C(=O)C2C=CC=CC=2)=[S:11])[CH:5]=[C:6]([CH3:8])[CH:7]=1.C[O-].[Na+]. Product: [CH3:8][C:6]1[CH:5]=[C:4]([NH:9][C:10]([NH2:12])=[S:11])[CH:3]=[C:2]([CH3:1])[CH:7]=1. The catalyst class is: 5.